This data is from Forward reaction prediction with 1.9M reactions from USPTO patents (1976-2016). The task is: Predict the product of the given reaction. (1) Given the reactants Br[C:2]1[CH:3]=[C:4]([N:8]2[CH2:13][CH2:12][CH2:11][N:10]([CH3:14])[S:9]2(=[O:16])=[O:15])[CH:5]=[N:6][CH:7]=1.CC1(C)C(C)(C)OB([C:25]2[CH:30]=[CH:29][N:28]=[C:27]([NH:31][C:32](=[O:34])[CH3:33])[CH:26]=2)O1.C(=O)([O-])[O-].[Na+].[Na+], predict the reaction product. The product is: [CH3:14][N:10]1[S:9](=[O:16])(=[O:15])[N:8]([C:4]2[CH:3]=[C:2]([C:25]3[CH:30]=[CH:29][N:28]=[C:27]([NH:31][C:32](=[O:34])[CH3:33])[CH:26]=3)[CH:7]=[N:6][CH:5]=2)[CH2:13][CH2:12][CH2:11]1. (2) Given the reactants [Br:1][C:2]1[CH:3]=[C:4]([NH2:10])[C:5]([O:8][CH3:9])=[N:6][CH:7]=1.[F:11][C:12]1[CH:17]=[C:16]([F:18])[CH:15]=[CH:14][C:13]=1[S:19](Cl)(=[O:21])=[O:20].[OH-].[Na+], predict the reaction product. The product is: [Br:1][C:2]1[CH:3]=[C:4]([NH:10][S:19]([C:13]2[CH:14]=[CH:15][C:16]([F:18])=[CH:17][C:12]=2[F:11])(=[O:21])=[O:20])[C:5]([O:8][CH3:9])=[N:6][CH:7]=1.